This data is from Full USPTO retrosynthesis dataset with 1.9M reactions from patents (1976-2016). The task is: Predict the reactants needed to synthesize the given product. Given the product [CH2:1]([O:8][C:9](=[O:30])[C@@H:10]([NH:22][C:23]([O:25][C:26]([CH3:29])([CH3:28])[CH3:27])=[O:24])[CH2:11][C:12]1[NH:20][C:15]2[CH:16]=[CH:17][CH:18]=[CH:19][C:14]=2[N:13]=1)[C:2]1[CH:7]=[CH:6][CH:5]=[CH:4][CH:3]=1, predict the reactants needed to synthesize it. The reactants are: [CH2:1]([O:8][C:9](=[O:30])[C@@H:10]([NH:22][C:23]([O:25][C:26]([CH3:29])([CH3:28])[CH3:27])=[O:24])[CH2:11][C:12](=O)[NH:13][C:14]1[CH:19]=[CH:18][CH:17]=[CH:16][C:15]=1[NH2:20])[C:2]1[CH:7]=[CH:6][CH:5]=[CH:4][CH:3]=1.